Task: Predict the reactants needed to synthesize the given product.. Dataset: Full USPTO retrosynthesis dataset with 1.9M reactions from patents (1976-2016) (1) Given the product [CH2:1]([C:5]1[CH:10]=[CH:9][C:8]([C:11]2[O:15][N:14]=[C:13]([C:16]3[CH:17]=[CH:18][C:19]([CH2:23][N:24]4[CH2:27][CH:26]([C:28]([OH:30])=[O:29])[CH2:25]4)=[N:20][C:21]=3[CH3:22])[N:12]=2)=[CH:7][C:6]=1[CH3:32])[CH:2]([CH3:4])[CH3:3], predict the reactants needed to synthesize it. The reactants are: [CH2:1]([C:5]1[CH:10]=[CH:9][C:8]([C:11]2[O:15][N:14]=[C:13]([C:16]3[CH:17]=[CH:18][C:19]([CH2:23][N:24]4[CH2:27][CH:26]([C:28]([O:30]C)=[O:29])[CH2:25]4)=[N:20][C:21]=3[CH3:22])[N:12]=2)=[CH:7][C:6]=1[CH3:32])[CH:2]([CH3:4])[CH3:3].[OH-].[Na+].C(O)(=O)C.C(O)(=O)C(O)=O. (2) The reactants are: [CH3:1][O:2][C:3]1[CH:4]=[C:5]([CH:8]=[CH:9][C:10]=1[CH:11]=[C:12]([C:18]1[S:19][CH:20]=[C:21]([CH3:23])[N:22]=1)[C:13](=O)[CH2:14][O:15][CH3:16])[C:6]#[N:7].[NH2:24]/[C:25](/[CH3:29])=[CH:26]\[C:27]#[N:28]. Given the product [C:6]([C:5]1[CH:8]=[CH:9][C:10]([CH:11]2[C:12]([C:18]3[S:19][CH:20]=[C:21]([CH3:23])[N:22]=3)=[C:13]([CH2:14][O:15][CH3:16])[NH:24][C:25]([CH3:29])=[C:26]2[C:27]#[N:28])=[C:3]([O:2][CH3:1])[CH:4]=1)#[N:7], predict the reactants needed to synthesize it. (3) Given the product [CH3:25][N:24]([CH3:26])[C:22]1[C:21]2[C:16](=[CH:17][CH:18]=[CH:19][CH:20]=2)[N:15]=[C:14]([NH:13][CH:10]2[CH2:11][CH2:12][NH:8][CH2:9]2)[N:23]=1, predict the reactants needed to synthesize it. The reactants are: C([N:8]1[CH2:12][CH2:11][CH:10]([NH:13][C:14]2[N:23]=[C:22]([N:24]([CH3:26])[CH3:25])[C:21]3[C:16](=[CH:17][CH:18]=[CH:19][CH:20]=3)[N:15]=2)[CH2:9]1)C1C=CC=CC=1. (4) Given the product [C:14]([O:18][C:19](=[O:20])[NH:1][C:2]1[S:6][N:5]=[C:4]([S:7][CH2:8][C:9](=[O:10])[N:11]([CH3:13])[CH3:12])[N:3]=1)([CH3:17])([CH3:16])[CH3:15], predict the reactants needed to synthesize it. The reactants are: [NH2:1][C:2]1[S:6][N:5]=[C:4]([S:7][CH2:8][C:9]([N:11]([CH3:13])[CH3:12])=[O:10])[N:3]=1.[C:14]([O:18][C:19](O[C:19]([O:18][C:14]([CH3:17])([CH3:16])[CH3:15])=[O:20])=[O:20])([CH3:17])([CH3:16])[CH3:15]. (5) Given the product [NH2:1][C:4]1[CH:35]=[CH:34][C:7]([O:8][CH2:9][CH2:10][CH2:11][CH2:12][Si:13]([CH3:33])([CH3:32])[O:14][Si:15]([CH2:18][CH2:19][CH2:20][CH2:21][O:22][C:23]2[CH:24]=[CH:25][C:26]([NH2:29])=[CH:27][CH:28]=2)([CH3:16])[CH3:17])=[CH:6][CH:5]=1, predict the reactants needed to synthesize it. The reactants are: [N+:1]([C:4]1[CH:35]=[CH:34][C:7]([O:8][CH2:9][CH2:10][CH2:11][CH2:12][Si:13]([CH3:33])([CH3:32])[O:14][Si:15]([CH2:18][CH2:19][CH2:20][CH2:21][O:22][C:23]2[CH:28]=[CH:27][C:26]([N+:29]([O-])=O)=[CH:25][CH:24]=2)([CH3:17])[CH3:16])=[CH:6][CH:5]=1)([O-])=O.[H][H].